From a dataset of Peptide-MHC class II binding affinity with 134,281 pairs from IEDB. Regression. Given a peptide amino acid sequence and an MHC pseudo amino acid sequence, predict their binding affinity value. This is MHC class II binding data. (1) The peptide sequence is MAEMKTDAATLAQEA. The MHC is DRB1_1302 with pseudo-sequence DRB1_1302. The binding affinity (normalized) is 0.616. (2) The peptide sequence is IGRGRVSPGNGWMIK. The MHC is HLA-DQA10303-DQB10402 with pseudo-sequence HLA-DQA10303-DQB10402. The binding affinity (normalized) is 0.288. (3) The peptide sequence is PRARYGLVHVANNNY. The MHC is DRB1_0401 with pseudo-sequence DRB1_0401. The binding affinity (normalized) is 0.540. (4) The peptide sequence is DVKFPGGGQGVGGVY. The MHC is HLA-DQA10501-DQB10301 with pseudo-sequence HLA-DQA10501-DQB10301. The binding affinity (normalized) is 0.479. (5) The peptide sequence is GIRHLFGNYITNDSY. The MHC is DRB1_0401 with pseudo-sequence DRB1_0401. The binding affinity (normalized) is 0.831.